From a dataset of Reaction yield outcomes from USPTO patents with 853,638 reactions. Predict the reaction yield, written as a fraction of the theoretical maximum amount of product (1.0 means a 100% yield; for example, 0.34 means a 34% yield). The yield is 0.600. The catalyst is C1COCC1. The reactants are [CH3:1][C:2]1[S:3][CH:4]=[CH:5][C:6]=1[CH3:7].[Br:8][C:9]1[CH:16]=[CH:15][C:12]([CH2:13]Br)=[CH:11][CH:10]=1. The product is [Br:8][C:9]1[CH:16]=[CH:15][C:12]([CH2:13][C:4]2[S:3][C:2]([CH3:1])=[C:6]([CH3:7])[CH:5]=2)=[CH:11][CH:10]=1.